From a dataset of Full USPTO retrosynthesis dataset with 1.9M reactions from patents (1976-2016). Predict the reactants needed to synthesize the given product. Given the product [Cl:1][C:2]1[CH:7]=[CH:6][C:5]([O:8][CH2:19][C:20]([N:22]2[CH2:27][CH2:26][O:25][CH2:24][CH2:23]2)=[O:21])=[C:4]([N+:9]([O-:11])=[O:10])[CH:3]=1, predict the reactants needed to synthesize it. The reactants are: [Cl:1][C:2]1[CH:7]=[CH:6][C:5]([OH:8])=[C:4]([N+:9]([O-:11])=[O:10])[CH:3]=1.C(=O)([O-])[O-].[K+].[K+].Cl[CH2:19][C:20]([N:22]1[CH2:27][CH2:26][O:25][CH2:24][CH2:23]1)=[O:21].